From a dataset of Catalyst prediction with 721,799 reactions and 888 catalyst types from USPTO. Predict which catalyst facilitates the given reaction. (1) Reactant: [CH3:1][C:2]([S:6]([CH3:9])(=[O:8])=[O:7])([CH3:5])[C:3]#[N:4].C([Li])CCC.[Br:15][C:16]1[CH:17]=[CH:18][C:19]([F:32])=[C:20](/[C:22](=[N:25]/[S@@:26]([C:28]([CH3:31])([CH3:30])[CH3:29])=[O:27])/[CH2:23][F:24])[CH:21]=1.B(F)(F)F.CCOCC. Product: [Br:15][C:16]1[CH:17]=[CH:18][C:19]([F:32])=[C:20]([C:22]([NH:25][S@@:26]([C:28]([CH3:30])([CH3:29])[CH3:31])=[O:27])([CH2:23][F:24])[CH2:9][S:6]([C:2]([C:3]#[N:4])([CH3:5])[CH3:1])(=[O:8])=[O:7])[CH:21]=1. The catalyst class is: 1. (2) Reactant: [CH3:1][C:2]1[CH:3]=[C:4]([C:11]2[CH:16]=[CH:15][C:14]([N+:17]([O-:19])=[O:18])=[CH:13][CH:12]=2)[CH:5]=[CH:6][C:7]=1[C:8]([OH:10])=O.C(Cl)(=O)C(Cl)=O.Cl.[CH3:27][O:28][C:29](=[O:35])[C@H:30]([CH:32]([CH3:34])[CH3:33])[NH2:31].C(N(CC)CC)C. Product: [CH3:1][C:2]1[CH:3]=[C:4]([C:11]2[CH:16]=[CH:15][C:14]([N+:17]([O-:19])=[O:18])=[CH:13][CH:12]=2)[CH:5]=[CH:6][C:7]=1[C:8]([NH:31][C@H:30]([C:29]([O:28][CH3:27])=[O:35])[CH:32]([CH3:34])[CH3:33])=[O:10]. The catalyst class is: 59. (3) Reactant: [CH:1]1([CH2:4][CH2:5][N:6]2[C:14]3[C:9](=[CH:10][CH:11]=[CH:12][CH:13]=3)[C:8](O)([C:15]3[C:23]([OH:24])=[CH:22][C:18]4[O:19][CH2:20][O:21][C:17]=4[CH:16]=3)[C:7]2=[O:26])[CH2:3][CH2:2]1.FC(F)(F)C(O)=O.C([SiH](CC)CC)C. Product: [CH:1]1([CH2:4][CH2:5][N:6]2[C:14]3[C:9](=[CH:10][CH:11]=[CH:12][CH:13]=3)[CH:8]([C:15]3[C:23]([OH:24])=[CH:22][C:18]4[O:19][CH2:20][O:21][C:17]=4[CH:16]=3)[C:7]2=[O:26])[CH2:3][CH2:2]1. The catalyst class is: 4. (4) Reactant: C[Si](C)(C)CCOC[N:7]1[C:11]2[C:12]3[CH:13]=[CH:14][S:15][C:16]=3[CH2:17][C:10]=2[C:9]([C:18]2[CH:23]=[CH:22][C:21]([C:24]3[CH:29]=[CH:28][C:27]([OH:30])=[CH:26][CH:25]=3)=[CH:20][CH:19]=2)=[N:8]1.Cl. Product: [S:15]1[CH:14]=[CH:13][C:12]2[C:11]3[NH:7][N:8]=[C:9]([C:18]4[CH:19]=[CH:20][C:21]([C:24]5[CH:29]=[CH:28][C:27]([OH:30])=[CH:26][CH:25]=5)=[CH:22][CH:23]=4)[C:10]=3[CH2:17][C:16]1=2. The catalyst class is: 5. (5) Reactant: [NH2:1][CH2:2][C:3]1[CH:12]=[C:11]2[C:6]([C:7]([C:25]3[CH:30]=[CH:29][C:28]([CH3:31])=[C:27]([CH3:32])[CH:26]=3)=[C:8]([CH:15]([O:20][C:21]([CH3:24])([CH3:23])[CH3:22])[C:16]([O:18][CH3:19])=[O:17])[N:9]([CH3:14])[C:10]2=[O:13])=[CH:5][CH:4]=1.CCN(CC)CC.[CH3:40][S:41](Cl)(=[O:43])=[O:42]. Product: [C:21]([O:20][CH:15]([C:8]1[N:9]([CH3:14])[C:10](=[O:13])[C:11]2[C:6]([C:7]=1[C:25]1[CH:30]=[CH:29][C:28]([CH3:31])=[C:27]([CH3:32])[CH:26]=1)=[CH:5][CH:4]=[C:3]([CH2:2][NH:1][S:41]([CH3:40])(=[O:43])=[O:42])[CH:12]=2)[C:16]([O:18][CH3:19])=[O:17])([CH3:22])([CH3:23])[CH3:24]. The catalyst class is: 4. (6) Reactant: [C:1]([C:3]1[CH:8]=[CH:7][C:6]([C:9]2[N:13]3[N:14]=[C:15]([C:18]4[CH:43]=[CH:42][C:21]([C:22]([N:24]5[CH2:41][CH2:40][C:27]6([N:32](C(OC(C)(C)C)=O)[CH2:31][CH2:30][CH2:29][CH2:28]6)[CH2:26][CH2:25]5)=[O:23])=[CH:20][CH:19]=4)[CH:16]=[CH:17][C:12]3=[N:11][CH:10]=2)=[CH:5][CH:4]=1)#[N:2].C(O)(C(F)(F)F)=O. Product: [NH:32]1[C:27]2([CH2:40][CH2:41][N:24]([C:22]([C:21]3[CH:20]=[CH:19][C:18]([C:15]4[CH:16]=[CH:17][C:12]5[N:13]([C:9]([C:6]6[CH:7]=[CH:8][C:3]([C:1]#[N:2])=[CH:4][CH:5]=6)=[CH:10][N:11]=5)[N:14]=4)=[CH:43][CH:42]=3)=[O:23])[CH2:25][CH2:26]2)[CH2:28][CH2:29][CH2:30][CH2:31]1. The catalyst class is: 2. (7) Reactant: [C:1]([Br:5])(Br)(Br)[Br:2].C1(P(C2C=CC=CC=2)C2C=CC=CC=2)C=CC=CC=1.[CH3:25][C:26]1([CH3:44])[CH2:34][CH2:33][C:32]([CH3:36])([CH3:35])[C:31]2[CH2:30][C:29]([CH2:39][CH2:40][CH2:41][CH2:42][CH3:43])([CH:37]=O)[CH2:28][C:27]1=2.C(=O)(O)[O-].[Na+]. Product: [Br:2][C:1]([Br:5])=[CH:37][C:29]1([CH2:39][CH2:40][CH2:41][CH2:42][CH3:43])[CH2:28][C:27]2[C:26]([CH3:25])([CH3:44])[CH2:34][CH2:33][C:32]([CH3:36])([CH3:35])[C:31]=2[CH2:30]1. The catalyst class is: 2. (8) Reactant: [H-].[Na+].[C:3]([O:6][CH2:7][CH2:8][C:9](=[O:16])[C:10]1[CH:15]=[CH:14][CH:13]=[CH:12][CH:11]=1)(=[O:5])[CH3:4].Cl[C:18]1[C:23]([N+:24]([O-:26])=[O:25])=[CH:22][CH:21]=[CH:20][N:19]=1.O. Product: [C:3]([O:6][CH2:7][CH2:8][C:9](=[O:16])[C:10]1[CH:15]=[CH:14][CH:13]=[CH:12][C:11]=1[C:18]1[C:23]([N+:24]([O-:26])=[O:25])=[CH:22][CH:21]=[CH:20][N:19]=1)(=[O:5])[CH3:4]. The catalyst class is: 9.